The task is: Regression/Classification. Given a drug SMILES string, predict its absorption, distribution, metabolism, or excretion properties. Task type varies by dataset: regression for continuous measurements (e.g., permeability, clearance, half-life) or binary classification for categorical outcomes (e.g., BBB penetration, CYP inhibition). Dataset: cyp2c9_veith.. This data is from CYP2C9 inhibition data for predicting drug metabolism from PubChem BioAssay. (1) The drug is CO[C@@H]1COC(=O)[C@H](COCc2ccccc2)NC(=O)C/C=C\[C@@H](C)[C@H](OC)COC(=O)[C@H](COCc2ccccc2)NC(=O)C/C=C\[C@H]1C. The result is 0 (non-inhibitor). (2) The molecule is Cc1cc(C)c(-c2cc([C@H](C)O/N=C3\[C@@H]4CCn5c(=O)n(-c6ccccc6)c(=O)n5[C@H]4[C@H](O)[C@H]4O[C@H]34)on2)c(C)c1. The result is 0 (non-inhibitor). (3) The compound is O=C(c1cnccn1)N1CCC[C@@]2(CCN(Cc3ccccc3)C2)C1. The result is 0 (non-inhibitor). (4) The compound is O=C(Nc1ccccc1)N1CCC2(CC1)CCN(C(=O)c1csnn1)CC2. The result is 0 (non-inhibitor). (5) The drug is Cc1cc(C(F)F)n2nc(C(=O)Nc3sc4c(c3C#N)CCC(C)C4)nc2n1. The result is 0 (non-inhibitor). (6) The molecule is CCOC(=S)NC(=O)c1sc2ccccc2c1Cl. The result is 1 (inhibitor). (7) The compound is O=c1cc(N=Nc2ccc(O)cc2)[nH]c(=O)[nH]1. The result is 0 (non-inhibitor). (8) The molecule is COC(=O)c1cc(-c2ccc3ccccc3c2)[nH]c(=O)c1C#N. The result is 0 (non-inhibitor). (9) The compound is COc1cc(C=C(C#N)C#N)cc(O)c1O. The result is 1 (inhibitor).